From a dataset of Full USPTO retrosynthesis dataset with 1.9M reactions from patents (1976-2016). Predict the reactants needed to synthesize the given product. (1) The reactants are: Cl[C:2]1[C:3]2[C:10]3[CH2:11][CH2:12][CH:13]([C:15]([O:17][CH2:18][CH3:19])=[O:16])[CH2:14][C:9]=3[S:8][C:4]=2[N:5]=[CH:6][N:7]=1.[NH2:20][C:21]1[CH:22]=[C:23]2[C:27](=[CH:28][CH:29]=1)[NH:26][N:25]=[CH:24]2.Cl. Given the product [NH:26]1[C:27]2[C:23](=[CH:22][C:21]([NH:20][C:2]3[C:3]4[C:10]5[CH2:11][CH2:12][CH:13]([C:15]([O:17][CH2:18][CH3:19])=[O:16])[CH2:14][C:9]=5[S:8][C:4]=4[N:5]=[CH:6][N:7]=3)=[CH:29][CH:28]=2)[CH:24]=[N:25]1, predict the reactants needed to synthesize it. (2) Given the product [Cl:35][CH2:30]/[C:29](/[CH3:32])=[CH:28]/[C:25]1[CH:26]=[CH:27][C:22]([C:21]#[C:20][C:17]2[CH:16]=[CH:15][C:14]([C:11]3[CH:12]=[CH:13][C:8]([Cl:7])=[CH:9][CH:10]=3)=[CH:19][N:18]=2)=[CH:23][CH:24]=1, predict the reactants needed to synthesize it. The reactants are: N1C=CC=CC=1.[Cl:7][C:8]1[CH:13]=[CH:12][C:11]([C:14]2[CH:15]=[CH:16][C:17]([C:20]#[C:21][C:22]3[CH:27]=[CH:26][C:25](/[CH:28]=[C:29](\[CH3:32])/[CH2:30]O)=[CH:24][CH:23]=3)=[N:18][CH:19]=2)=[CH:10][CH:9]=1.S(Cl)([Cl:35])=O. (3) Given the product [CH3:1][O:2][C:3]([C@@H:5]1[C@@H:9]([C:10]2[CH:15]=[CH:14][C:13]([Cl:16])=[CH:12][CH:11]=2)[CH2:8][N:7]([CH2:17][C:18]2[CH:19]=[CH:20][CH:21]=[CH:22][CH:23]=2)[CH2:6]1)=[O:4], predict the reactants needed to synthesize it. The reactants are: [CH3:1][O:2][C:3]([C@H:5]1[C@@H:9]([C:10]2[CH:15]=[CH:14][C:13]([Cl:16])=[CH:12][CH:11]=2)[CH2:8][N:7]([CH2:17][C:18]2[CH:23]=[CH:22][CH:21]=[CH:20][CH:19]=2)[CH2:6]1)=[O:4].C[O-].[Na+]. (4) Given the product [CH:17]1[C:6]2[C:7]3[C:14](=[O:22])[C:10]4[S:9][C:8]5[CH:11]=[CH:12][CH:13]=[CH:14][C:7]=5[C:6]=4[C:4](=[O:5])[C:8]=3[S:9][C:10]=2[CH:20]=[CH:19][CH:18]=1, predict the reactants needed to synthesize it. The reactants are: C(N(CC)[C:4]([C:6]1[C:7]2[CH:14]=[CH:13][CH:12]=[CH:11][C:8]=2[S:9][CH:10]=1)=[O:5])C.[CH2:17]([Li])[CH2:18][CH2:19][CH3:20].[OH2:22].C(Cl)(Cl)Cl. (5) Given the product [C@H:1]1([NH:10][C:11]2[CH:20]=[CH:19][C:18]3[C:13](=[CH:14][CH:15]=[C:16]([NH:21][C:26]([NH:25][CH:22]([CH3:24])[CH3:23])=[O:27])[CH:17]=3)[N:12]=2)[C:9]2[C:4](=[CH:5][CH:6]=[CH:7][CH:8]=2)[CH2:3][CH2:2]1, predict the reactants needed to synthesize it. The reactants are: [C@H:1]1([NH:10][C:11]2[CH:20]=[CH:19][C:18]3[C:13](=[CH:14][CH:15]=[C:16]([NH2:21])[CH:17]=3)[N:12]=2)[C:9]2[C:4](=[CH:5][CH:6]=[CH:7][CH:8]=2)[CH2:3][CH2:2]1.[CH:22]([N:25]=[C:26]=[O:27])([CH3:24])[CH3:23]. (6) Given the product [Cl:32][C:22]1[C:23]([C:27]([C:30]#[N:31])([CH3:29])[CH3:28])=[CH:24][CH:25]=[CH:26][C:21]=1[C:20]([NH:19][C:14]1[CH:15]=[CH:16][C:17]([F:18])=[C:12]([O:11][C:9]2[CH:8]=[CH:7][C:5]3[N:6]=[C:2]([NH:1][C:37]([CH:34]4[CH2:36][CH2:35]4)=[O:38])[S:3][C:4]=3[CH:10]=2)[CH:13]=1)=[O:33], predict the reactants needed to synthesize it. The reactants are: [NH2:1][C:2]1[S:3][C:4]2[CH:10]=[C:9]([O:11][C:12]3[CH:13]=[C:14]([NH:19][C:20](=[O:33])[C:21]4[CH:26]=[CH:25][CH:24]=[C:23]([C:27]([C:30]#[N:31])([CH3:29])[CH3:28])[C:22]=4[Cl:32])[CH:15]=[CH:16][C:17]=3[F:18])[CH:8]=[CH:7][C:5]=2[N:6]=1.[CH:34]1([C:37](Cl)=[O:38])[CH2:36][CH2:35]1.N1C=CC=CC=1.O. (7) Given the product [CH3:35][C:36]1([CH3:50])[O:40][C@H:39]([CH2:41][O:42][C:43]2[CH:48]=[C:47]([NH:49][C:24]([N:14]3[C@@H:15]4[CH2:19][N:18]([CH2:17][CH2:16]4)[C:12]4[CH:11]=[CH:10][C:9]([C:5]5[CH:6]=[CH:7][CH:8]=[C:3]([C:2]([F:21])([F:1])[F:22])[CH:4]=5)=[N:20][C:13]3=4)=[O:26])[CH:46]=[CH:45][N:44]=2)[CH2:38][O:37]1, predict the reactants needed to synthesize it. The reactants are: [F:1][C:2]([F:22])([F:21])[C:3]1[CH:4]=[C:5]([C:9]2[CH:10]=[CH:11][C:12]3[N:18]4[CH2:19][C@H:15]([CH2:16][CH2:17]4)[NH:14][C:13]=3[N:20]=2)[CH:6]=[CH:7][CH:8]=1.Cl[C:24](Cl)([O:26]C(=O)OC(Cl)(Cl)Cl)Cl.[CH3:35][C:36]1([CH3:50])[O:40][C@H:39]([CH2:41][O:42][C:43]2[CH:48]=[C:47]([NH2:49])[CH:46]=[CH:45][N:44]=2)[CH2:38][O:37]1. (8) Given the product [CH3:18][O:19][C:20]1[CH:21]=[C:22]([CH:23]=[CH:24][CH:25]=1)[NH:26][C:2]1[CH:7]=[C:6]([C:8]([F:11])([F:10])[F:9])[N:5]=[C:4]([C:12]2[CH:13]=[N:14][CH:15]=[CH:16][CH:17]=2)[N:3]=1, predict the reactants needed to synthesize it. The reactants are: Cl[C:2]1[CH:7]=[C:6]([C:8]([F:11])([F:10])[F:9])[N:5]=[C:4]([C:12]2[CH:13]=[N:14][CH:15]=[CH:16][CH:17]=2)[N:3]=1.[CH3:18][O:19][C:20]1[CH:25]=[CH:24][CH:23]=[C:22]([NH2:26])[CH:21]=1. (9) Given the product [NH2:10][C:5]1[CH:4]=[CH:3][C:2]([CH3:1])=[CH:9][C:6]=1[C:7]#[N:8], predict the reactants needed to synthesize it. The reactants are: [CH3:1][C:2]1[CH:3]=[CH:4][C:5]([N+:10]([O-])=O)=[C:6]([CH:9]=1)[C:7]#[N:8].S(S([O-])(=O)=O)([O-])(=O)=O.[Na+].[Na+].O.